Dataset: Forward reaction prediction with 1.9M reactions from USPTO patents (1976-2016). Task: Predict the product of the given reaction. (1) Given the reactants [CH3:16][C:11]1([CH3:17])[C:12]([CH3:15])([CH3:14])[O:13][B:9]([B:9]2[O:13][C:12]([CH3:15])([CH3:14])[C:11]([CH3:17])([CH3:16])[O:10]2)[O:10]1.[Cl:19][C:20]1[CH:21]=[C:22]([CH:25]=[C:26](I)[CH:27]=1)[C:23]#[N:24].C([O-])(=O)C.[K+], predict the reaction product. The product is: [Cl:19][C:20]1[CH:21]=[C:22]([CH:25]=[C:26]([B:9]2[O:10][C:11]([CH3:16])([CH3:17])[C:12]([CH3:14])([CH3:15])[O:13]2)[CH:27]=1)[C:23]#[N:24]. (2) Given the reactants NC1C(N[C@@H]2CC[C@H](C(NC(C)C)=O)CC2)=CC(OCCN2CCCCC2)=NC=1.[CH:30]([NH:33][C:34]([C@H:36]1[CH2:41][CH2:40][C@@H:39]([NH:42][C:43]2[C:48]([N+:49]([O-])=O)=[CH:47][N:46]=[C:45]([O:52][CH2:53][CH2:54][O:55]C3CCCCO3)[CH:44]=2)[CH2:38][CH2:37]1)=[O:35])([CH3:32])[CH3:31], predict the reaction product. The product is: [NH2:49][C:48]1[C:43]([NH:42][C@@H:39]2[CH2:40][CH2:41][C@H:36]([C:34]([NH:33][CH:30]([CH3:32])[CH3:31])=[O:35])[CH2:37][CH2:38]2)=[CH:44][C:45]([O:52][CH2:53][CH2:54][OH:55])=[N:46][CH:47]=1. (3) Given the reactants [F:1][C:2]1[CH:7]=[CH:6][C:5](Br)=[CH:4][CH:3]=1.[Li]CCCC.[Cl:14][C:15]1[N:20]=[C:19]([Cl:21])[CH:18]=[CH:17][N:16]=1.CC(O)=O.O.C(C1C(=O)C(Cl)=C(Cl)C(=O)C=1C#N)#N.[OH-].[Na+], predict the reaction product. The product is: [Cl:14][C:15]1[N:20]=[C:19]([Cl:21])[CH:18]=[C:17]([C:5]2[CH:6]=[CH:7][C:2]([F:1])=[CH:3][CH:4]=2)[N:16]=1. (4) The product is: [CH3:15][C:9]1[C:10]2[C:5](=[CH:4][C:3]([O:2][CH3:1])=[C:12]([O:13][CH3:14])[CH:11]=2)[CH2:6][CH2:7][N:8]=1. Given the reactants [CH3:1][O:2][C:3]1[CH:4]=[C:5]2[C:10](=[CH:11][C:12]=1[O:13][CH3:14])[CH:9]([CH3:15])[NH:8][CH2:7][CH2:6]2.N1C=CC=CC=1.C(OC(=O)C)(=O)C, predict the reaction product.